This data is from Full USPTO retrosynthesis dataset with 1.9M reactions from patents (1976-2016). The task is: Predict the reactants needed to synthesize the given product. (1) Given the product [CH2:39]([NH:38][C:23]([CH2:22][CH2:21][N:18]1[CH:19]=[CH:20][C:16]([NH:15][C:13](=[O:14])[C@@H:12]([C:4]2[CH:5]=[CH:6][C:7]([S:8]([CH3:11])(=[O:9])=[O:10])=[C:2]([Cl:1])[CH:3]=2)[CH2:26][CH:27]2[CH2:28][CH2:29][CH2:30][CH2:31]2)=[N:17]1)=[O:24])[CH:40]=[CH2:41], predict the reactants needed to synthesize it. The reactants are: [Cl:1][C:2]1[CH:3]=[C:4]([C@@H:12]([CH2:26][CH:27]2[CH2:31][CH2:30][CH2:29][CH2:28]2)[C:13]([NH:15][C:16]2[CH:20]=[CH:19][N:18]([CH2:21][CH2:22][C:23](O)=[O:24])[N:17]=2)=[O:14])[CH:5]=[CH:6][C:7]=1[S:8]([CH3:11])(=[O:10])=[O:9].C(Cl)(=O)C(Cl)=O.[N:38]1C(C)=C[CH:41]=[CH:40][C:39]=1C.C(N)C=C. (2) Given the product [Cl:1][C:2]1[N:6]2[CH:7]=[C:8]([CH:15]3[CH2:19][CH2:18][CH2:17][O:16]3)[CH:9]=[C:10]([C:11]([F:13])([F:12])[F:14])[C:5]2=[N:4][C:3]=1[C:20]([O:22][CH3:23])=[O:21], predict the reactants needed to synthesize it. The reactants are: [Cl:1][C:2]1[N:6]2[CH:7]=[C:8]([CH:15]3[CH:19]=[CH:18][CH2:17][O:16]3)[CH:9]=[C:10]([C:11]([F:14])([F:13])[F:12])[C:5]2=[N:4][C:3]=1[C:20]([O:22][CH3:23])=[O:21].C1(SC2C=CC=CC=2)C=CC=CC=1.[H][H]. (3) Given the product [C:1]([N:4]([CH2:26][C:27]1[CH:28]=[CH:29][C:30]([C:33]2[CH:38]=[N:37][C:36]([NH2:39])=[C:35]([NH:54][CH2:55][C:56]3[C:57]([Cl:63])=[CH:58][CH:59]=[CH:60][C:61]=3[Cl:62])[N:34]=2)=[CH:31][CH:32]=1)[CH:5]1[CH2:10][CH2:9][NH:8][C@@H:7]([C:18]([O:20][CH:21]2[CH2:22][CH2:23][CH2:24][CH2:25]2)=[O:19])[CH2:6]1)(=[O:3])[CH3:2], predict the reactants needed to synthesize it. The reactants are: [C:1]([N:4]([CH2:26][C:27]1[CH:32]=[CH:31][C:30]([C:33]2[CH:38]=[N:37][C:36]([N:39](C(OC(C)(C)C)=O)C(OC(C)(C)C)=O)=[C:35]([N:54](C(OC(C)(C)C)=O)[CH2:55][C:56]3[C:61]([Cl:62])=[CH:60][CH:59]=[CH:58][C:57]=3[Cl:63])[N:34]=2)=[CH:29][CH:28]=1)[CH:5]1[CH2:10][CH2:9][N:8](C(OC(C)(C)C)=O)[C@@H:7]([C:18]([O:20][CH:21]2[CH2:25][CH2:24][CH2:23][CH2:22]2)=[O:19])[CH2:6]1)(=[O:3])[CH3:2].Cl. (4) The reactants are: [CH3:1][C:2]1([CH3:20])[C:10]2[C:5](=[CH:6][CH:7]=[C:8]([C:11]3[N:15]([CH3:16])[C:14]([C:17]#[N:18])=[CH:13][CH:12]=3)[CH:9]=2)[C:4](=O)[CH2:3]1.C([O-])(=O)C.[Na+].Cl.[NH2:27][OH:28]. Given the product [OH:28]/[N:27]=[C:4]1\[CH2:3][C:2]([CH3:20])([CH3:1])[C:10]2[C:5]\1=[CH:6][CH:7]=[C:8]([C:11]1[N:15]([CH3:16])[C:14]([C:17]#[N:18])=[CH:13][CH:12]=1)[CH:9]=2, predict the reactants needed to synthesize it. (5) Given the product [N:3]1[CH:8]=[CH:7][N:6]=[CH:5][C:4]=1[C:9]1([C:12]([OH:15])=[O:1])[CH2:11][CH2:10]1, predict the reactants needed to synthesize it. The reactants are: [OH-:1].[Na+].[N:3]1[CH:8]=[CH:7][N:6]=[CH:5][C:4]=1[C:9]1([C:12]#N)[CH2:11][CH2:10]1.C[OH:15]. (6) Given the product [Br:1][C:2]1[CH:3]=[C:4]([NH:8][C:23](=[O:24])[C:22]2[CH:26]=[CH:27][CH:28]=[C:20]([O:19][CH3:18])[CH:21]=2)[CH:5]=[N:6][CH:7]=1, predict the reactants needed to synthesize it. The reactants are: [Br:1][C:2]1[CH:3]=[C:4]([NH2:8])[CH:5]=[N:6][CH:7]=1.C(N(C(C)C)CC)(C)C.[CH3:18][O:19][C:20]1[CH:21]=[C:22]([CH:26]=[CH:27][CH:28]=1)[C:23](Cl)=[O:24].